From a dataset of NCI-60 drug combinations with 297,098 pairs across 59 cell lines. Regression. Given two drug SMILES strings and cell line genomic features, predict the synergy score measuring deviation from expected non-interaction effect. (1) Drug 1: CN(C)N=NC1=C(NC=N1)C(=O)N. Drug 2: CC1C(C(CC(O1)OC2CC(OC(C2O)C)OC3=CC4=CC5=C(C(=O)C(C(C5)C(C(=O)C(C(C)O)O)OC)OC6CC(C(C(O6)C)O)OC7CC(C(C(O7)C)O)OC8CC(C(C(O8)C)O)(C)O)C(=C4C(=C3C)O)O)O)O. Cell line: SK-MEL-5. Synergy scores: CSS=2.19, Synergy_ZIP=-1.88, Synergy_Bliss=-0.416, Synergy_Loewe=-5.36, Synergy_HSA=-3.79. (2) Synergy scores: CSS=58.0, Synergy_ZIP=15.7, Synergy_Bliss=13.4, Synergy_Loewe=-13.8, Synergy_HSA=12.9. Drug 1: CC1OCC2C(O1)C(C(C(O2)OC3C4COC(=O)C4C(C5=CC6=C(C=C35)OCO6)C7=CC(=C(C(=C7)OC)O)OC)O)O. Cell line: K-562. Drug 2: CC1=CC2C(CCC3(C2CCC3(C(=O)C)OC(=O)C)C)C4(C1=CC(=O)CC4)C. (3) Drug 1: C1=CC=C(C(=C1)C(C2=CC=C(C=C2)Cl)C(Cl)Cl)Cl. Drug 2: CC1=C(C=C(C=C1)C(=O)NC2=CC(=CC(=C2)C(F)(F)F)N3C=C(N=C3)C)NC4=NC=CC(=N4)C5=CN=CC=C5. Cell line: HOP-62. Synergy scores: CSS=0.847, Synergy_ZIP=-0.00157, Synergy_Bliss=-0.893, Synergy_Loewe=-1.02, Synergy_HSA=-1.06. (4) Drug 1: C1CC(=O)NC(=O)C1N2CC3=C(C2=O)C=CC=C3N. Drug 2: CCCS(=O)(=O)NC1=C(C(=C(C=C1)F)C(=O)C2=CNC3=C2C=C(C=N3)C4=CC=C(C=C4)Cl)F. Cell line: OVCAR-4. Synergy scores: CSS=-1.63, Synergy_ZIP=0.928, Synergy_Bliss=0.0805, Synergy_Loewe=-2.49, Synergy_HSA=-2.41. (5) Drug 1: CCC1(CC2CC(C3=C(CCN(C2)C1)C4=CC=CC=C4N3)(C5=C(C=C6C(=C5)C78CCN9C7C(C=CC9)(C(C(C8N6C=O)(C(=O)OC)O)OC(=O)C)CC)OC)C(=O)OC)O.OS(=O)(=O)O. Drug 2: C1C(C(OC1N2C=NC(=NC2=O)N)CO)O. Cell line: HCT116. Synergy scores: CSS=16.8, Synergy_ZIP=2.40, Synergy_Bliss=6.00, Synergy_Loewe=-1.42, Synergy_HSA=3.10. (6) Drug 1: C(=O)(N)NO. Drug 2: C1C(C(OC1N2C=NC3=C2NC=NCC3O)CO)O. Cell line: UO-31. Synergy scores: CSS=1.92, Synergy_ZIP=0.342, Synergy_Bliss=2.04, Synergy_Loewe=1.88, Synergy_HSA=0.665.